This data is from Reaction yield outcomes from USPTO patents with 853,638 reactions. The task is: Predict the reaction yield, written as a fraction of the theoretical maximum amount of product (1.0 means a 100% yield; for example, 0.34 means a 34% yield). The reactants are [CH2:1](Br)[C:2]#[CH:3].[OH-].[Na+].I[C:8]1[CH:17]=[C:16]2[C:11]([CH:12]=[C:13]([C:22]([OH:24])=[O:23])[CH:14]([C:18]([F:21])([F:20])[F:19])[O:15]2)=[CH:10][CH:9]=1. The catalyst is C1COCC1.O.C1C=CC([P]([Pd]([P](C2C=CC=CC=2)(C2C=CC=CC=2)C2C=CC=CC=2)([P](C2C=CC=CC=2)(C2C=CC=CC=2)C2C=CC=CC=2)[P](C2C=CC=CC=2)(C2C=CC=CC=2)C2C=CC=CC=2)(C2C=CC=CC=2)C2C=CC=CC=2)=CC=1. The product is [CH:2]1([C:8]2[CH:17]=[C:16]3[C:11]([CH:12]=[C:13]([C:22]([OH:24])=[O:23])[CH:14]([C:18]([F:21])([F:20])[F:19])[O:15]3)=[CH:10][CH:9]=2)[CH2:3][CH2:1]1. The yield is 0.400.